From a dataset of Peptide-MHC class II binding affinity with 134,281 pairs from IEDB. Regression. Given a peptide amino acid sequence and an MHC pseudo amino acid sequence, predict their binding affinity value. This is MHC class II binding data. (1) The MHC is HLA-DPA10201-DPB11401 with pseudo-sequence HLA-DPA10201-DPB11401. The binding affinity (normalized) is 0.817. The peptide sequence is GAYETYKFIPSLEAA. (2) The peptide sequence is PSVIPAARLFKAFIL. The MHC is HLA-DQA10301-DQB10302 with pseudo-sequence HLA-DQA10301-DQB10302. The binding affinity (normalized) is 0.153. (3) The binding affinity (normalized) is 0.794. The MHC is DRB1_1602 with pseudo-sequence DRB1_1602. The peptide sequence is EKKYFALTQFEPLAA. (4) The peptide sequence is CCRCGARGPESRLL. The MHC is HLA-DQA10301-DQB10302 with pseudo-sequence HLA-DQA10301-DQB10302. The binding affinity (normalized) is 0. (5) The peptide sequence is LVSFLLLAGRSCGMY. The MHC is DRB1_0701 with pseudo-sequence DRB1_0701. The binding affinity (normalized) is 0.535. (6) The peptide sequence is TDFAGKTVWFVPSIK. The MHC is DRB1_1302 with pseudo-sequence DRB1_1302. The binding affinity (normalized) is 0. (7) The peptide sequence is QLQPFPQPELPYP. The MHC is DRB1_0701 with pseudo-sequence DRB1_0701. The binding affinity (normalized) is 0. (8) The peptide sequence is EKKYFAATQFECLAA. The MHC is HLA-DPA10201-DPB10101 with pseudo-sequence HLA-DPA10201-DPB10101. The binding affinity (normalized) is 0.921. (9) The peptide sequence is PAKNIYSFNEIVALW. The MHC is HLA-DPA10201-DPB11401 with pseudo-sequence HLA-DPA10201-DPB11401. The binding affinity (normalized) is 0.247.